Predict the reaction yield, written as a fraction of the theoretical maximum amount of product (1.0 means a 100% yield; for example, 0.34 means a 34% yield). From a dataset of Reaction yield outcomes from USPTO patents with 853,638 reactions. (1) The reactants are Cl[C:2]1[C:11]2[C:6](=[CH:7][CH:8]=[CH:9][CH:10]=2)[N:5]=[C:4]2[N:12]([C:16]3[CH:21]=[CH:20][CH:19]=[CH:18][N:17]=3)[N:13]=[C:14]([CH3:15])[C:3]=12.[N-:22]=[N+]=[N-].[Na+].O. The catalyst is CN(C)C=O.[C].[Pd]. The product is [CH3:15][C:14]1[C:3]2[C:4](=[N:5][C:6]3[C:11]([C:2]=2[NH2:22])=[CH:10][CH:9]=[CH:8][CH:7]=3)[N:12]([C:16]2[CH:21]=[CH:20][CH:19]=[CH:18][N:17]=2)[N:13]=1. The yield is 0.570. (2) The yield is 0.310. The catalyst is C(OCC)(=O)C. The product is [I:1][C:2]1[CH:3]=[CH:4][C:5]2[O:10][CH:13]([C:12]([F:11])([F:21])[F:20])[C:14]([C:15]([O:17][CH2:18][CH3:19])=[O:16])=[CH:7][C:6]=2[CH:9]=1. The reactants are [I:1][C:2]1[CH:9]=[C:6]([CH:7]=O)[C:5]([OH:10])=[CH:4][CH:3]=1.[F:11][C:12]([F:21])([F:20])/[CH:13]=[CH:14]/[C:15]([O:17][CH2:18][CH3:19])=[O:16].C(N(CC)CC)C. (3) The reactants are Br[C:2]1[CH:11]=[CH:10][CH:9]=[C:8]2[C:3]=1[CH:4]=[CH:5][C:6]([C:12]([OH:14])=[O:13])=[CH:7]2.[CH3:15][N:16]1[CH:20]=[C:19](B2OC(C)(C)C(C)(C)O2)[CH:18]=[N:17]1. The catalyst is C(O)C.C1C=CC([P]([Pd]([P](C2C=CC=CC=2)(C2C=CC=CC=2)C2C=CC=CC=2)([P](C2C=CC=CC=2)(C2C=CC=CC=2)C2C=CC=CC=2)[P](C2C=CC=CC=2)(C2C=CC=CC=2)C2C=CC=CC=2)(C2C=CC=CC=2)C2C=CC=CC=2)=CC=1. The product is [CH3:15][N:16]1[CH:20]=[C:19]([C:2]2[CH:11]=[CH:10][CH:9]=[C:8]3[C:3]=2[CH:4]=[CH:5][C:6]([C:12]([OH:14])=[O:13])=[CH:7]3)[CH:18]=[N:17]1. The yield is 0.340. (4) The reactants are [CH3:1][N:2]1[CH:6]=[CH:5][CH:4]=[CH:3]1.CN(CCN(C)C)C.[Li]CCCC.[Sn](Cl)(C)(C)C.Br[C:26]1[CH:27]=[C:28]([CH:31]=[CH:32][CH:33]=1)[CH:29]=[O:30].[F-].[K+]. The catalyst is CCOCC.C1COCC1.Cl[Pd](Cl)([P](C1C=CC=CC=1)(C1C=CC=CC=1)C1C=CC=CC=1)[P](C1C=CC=CC=1)(C1C=CC=CC=1)C1C=CC=CC=1.C(OCC)(=O)C.O1CCOCC1. The product is [CH3:1][N:2]1[CH:6]=[CH:5][CH:4]=[C:3]1[C:26]1[CH:27]=[C:28]([CH:31]=[CH:32][CH:33]=1)[CH:29]=[O:30]. The yield is 0.240. (5) The reactants are Cl.[Cl:2][C:3]1[CH:8]=[CH:7][C:6]([CH:9]([NH:16][C:17]([C:19]2([NH:34]C(=O)OC(C)(C)C)[CH2:24][CH2:23][N:22]([C:25]3[C:26]4[CH:33]=[CH:32][NH:31][C:27]=4[N:28]=[CH:29][N:30]=3)[CH2:21][CH2:20]2)=[O:18])[CH2:10][CH2:11][S:12](=[O:15])(=[O:14])[NH2:13])=[CH:5][CH:4]=1. The catalyst is C(Cl)Cl.CO. The product is [NH2:34][C:19]1([C:17]([NH:16][CH:9]([C:6]2[CH:5]=[CH:4][C:3]([Cl:2])=[CH:8][CH:7]=2)[CH2:10][CH2:11][S:12](=[O:14])(=[O:15])[NH2:13])=[O:18])[CH2:20][CH2:21][N:22]([C:25]2[C:26]3[CH:33]=[CH:32][NH:31][C:27]=3[N:28]=[CH:29][N:30]=2)[CH2:23][CH2:24]1. The yield is 0.900. (6) The reactants are [CH:1]1([C:7]2[CH:12]=[CH:11][C:10]([C:13]3[NH:17][CH:16]=[C:15]([C:18](OC)=[O:19])[CH:14]=3)=[CH:9][CH:8]=2)[CH2:6][CH2:5][CH2:4][CH2:3][CH2:2]1.[H-].C([Al+]CC(C)C)C(C)C.Cl. The catalyst is O1CCCC1.C1(C)C=CC=CC=1.C(OCC)(=O)C. The product is [CH:1]1([C:7]2[CH:12]=[CH:11][C:10]([C:13]3[NH:17][CH:16]=[C:15]([CH2:18][OH:19])[CH:14]=3)=[CH:9][CH:8]=2)[CH2:2][CH2:3][CH2:4][CH2:5][CH2:6]1. The yield is 0.400. (7) The reactants are I[C:2]1[CH:7]=[CH:6][C:5]([O:8][CH3:9])=[CH:4][CH:3]=1.[C:10]1(B(O)O)[CH:15]=[CH:14][CH:13]=[CH:12][CH:11]=1.[OH-].[Na+]. The catalyst is COCCOC. The product is [CH3:9][O:8][C:5]1[CH:6]=[CH:7][C:2]([C:10]2[CH:15]=[CH:14][CH:13]=[CH:12][CH:11]=2)=[CH:3][CH:4]=1. The yield is 0.879.